Dataset: Experimental lipophilicity measurements (octanol/water distribution) for 4,200 compounds from AstraZeneca. Task: Regression/Classification. Given a drug SMILES string, predict its absorption, distribution, metabolism, or excretion properties. Task type varies by dataset: regression for continuous measurements (e.g., permeability, clearance, half-life) or binary classification for categorical outcomes (e.g., BBB penetration, CYP inhibition). For this dataset (lipophilicity_astrazeneca), we predict Y. (1) The molecule is CN1CCN2c3ncccc3Cc3ccccc3C2C1. The Y is 2.82 logD. (2) The compound is C[C@H]1CN(C(=O)c2ccc(C#N)cc2)[C@H](C)CN1C(=O)[C@@](C)(O)C(F)(F)F. The Y is 1.50 logD.